Dataset: Peptide-MHC class I binding affinity with 185,985 pairs from IEDB/IMGT. Task: Regression. Given a peptide amino acid sequence and an MHC pseudo amino acid sequence, predict their binding affinity value. This is MHC class I binding data. (1) The peptide sequence is LATLNTLITL. The MHC is HLA-A02:03 with pseudo-sequence HLA-A02:03. The binding affinity (normalized) is 0.462. (2) The peptide sequence is WEITYLGTT. The MHC is HLA-B15:01 with pseudo-sequence HLA-B15:01. The binding affinity (normalized) is 0.149. (3) The peptide sequence is GEIGIRNWL. The MHC is HLA-A02:11 with pseudo-sequence HLA-A02:11. The binding affinity (normalized) is 0.0847. (4) The peptide sequence is VMSELFDTL. The MHC is HLA-A11:01 with pseudo-sequence HLA-A11:01. The binding affinity (normalized) is 0.0847.